Dataset: Forward reaction prediction with 1.9M reactions from USPTO patents (1976-2016). Task: Predict the product of the given reaction. Given the reactants [CH2:1]([O:3][C:4]([CH2:6][CH:7]([CH2:11][CH:12]([CH3:14])[CH3:13])[C:8]([OH:10])=O)=[O:5])[CH3:2].[NH:15]1[C:23]2[C:18](=[CH:19][CH:20]=[CH:21][CH:22]=2)[C:17]([CH2:24][CH2:25][NH:26][CH3:27])=[CH:16]1.C1C=CC2N(O)N=NC=2C=1.C(Cl)CCl.CN1CCOCC1, predict the reaction product. The product is: [NH:15]1[C:23]2[C:18](=[CH:19][CH:20]=[CH:21][CH:22]=2)[C:17]([CH2:24][CH2:25][N:26]([CH3:27])[C:8]([CH:7]([CH2:11][CH:12]([CH3:14])[CH3:13])[CH2:6][C:4]([O:3][CH2:1][CH3:2])=[O:5])=[O:10])=[CH:16]1.